Dataset: NCI-60 drug combinations with 297,098 pairs across 59 cell lines. Task: Regression. Given two drug SMILES strings and cell line genomic features, predict the synergy score measuring deviation from expected non-interaction effect. (1) Synergy scores: CSS=15.1, Synergy_ZIP=-1.76, Synergy_Bliss=-4.77, Synergy_Loewe=-28.7, Synergy_HSA=-5.67. Drug 2: N.N.Cl[Pt+2]Cl. Drug 1: C1=CC(=C2C(=C1NCCNCCO)C(=O)C3=C(C=CC(=C3C2=O)O)O)NCCNCCO. Cell line: HT29. (2) Drug 1: CCC(=C(C1=CC=CC=C1)C2=CC=C(C=C2)OCCN(C)C)C3=CC=CC=C3.C(C(=O)O)C(CC(=O)O)(C(=O)O)O. Drug 2: CC(C)(C#N)C1=CC(=CC(=C1)CN2C=NC=N2)C(C)(C)C#N. Cell line: SNB-75. Synergy scores: CSS=8.75, Synergy_ZIP=-2.13, Synergy_Bliss=1.71, Synergy_Loewe=0.331, Synergy_HSA=0.978.